Dataset: Drug-target binding data from BindingDB using Ki measurements. Task: Regression. Given a target protein amino acid sequence and a drug SMILES string, predict the binding affinity score between them. We predict pKi (pKi = -log10(Ki in M); higher means stronger inhibition). Dataset: bindingdb_ki. (1) The drug is CNc1nc2c(Cc3cccnc3)c(C)c(O[C@@H]3O[C@H](C(=O)O)[C@@H](O)[C@H](O)[C@H]3O)c(C)c2s1. The target protein (O88563) has sequence MDRLCGSGELGSKFWDSNLTVYTNTPDLTPCFQNSLLAWVPCIYLWAALPCYLFYLRHHRLGYIVLSCLSRLKTALGVLLWCISWVDLFYSFHGLVHGSSPAPVFFITPLLVGITMLLATLLIQYERLRGVRSSGVLIIFWLLCVICAIIPFRSKILLALAEGKILDPFRFTTFYIYFALVLCAFILSCFQEKPPLFSPENLDTNPCPEASAGFFSRLSFWWFTKLAILGYRRPLEDSDLWSLSEEDCSHKVVQRLLEAWQKQQTQASGPQTAALEPKIAGEDEVLLKARPKTKKPSFLRALVRTFTSSLLMGACFKLIQDLSPSSTHSCSASSSGLFRPHGPYWWGFLLAGLMFVSSTMQTLILHQHYHCIFVMALRIRTAIIGVIYRKALTITNSVKREYTVGEMVNLMSVDAQRFMDVSPFINLLWSAPLQVILAIYFLWQILGPSALAGVAVIVLLIPLNGAVSMKMKTYQVQQMKFKDSRIKLMSEILNGIKVLK.... The pKi is 5.6. (2) The compound is Cc1cccc(N=C(N)N)n1. The target protein (P00749) has sequence MRALLARLLLCVLVVSDSKGSNELHQVPSNCDCLNGGTCVSNKYFSNIHWCNCPKKFGGQHCEIDKSKTCYEGNGHFYRGKASTDTMGRPCLPWNSATVLQQTYHAHRSDALQLGLGKHNYCRNPDNRRRPWCYVQVGLKPLVQECMVHDCADGKKPSSPPEELKFQCGQKTLRPRFKIIGGEFTTIENQPWFAAIYRRHRGGSVTYVCGGSLISPCWVISATHCFIDYPKKEDYIVYLGRSRLNSNTQGEMKFEVENLILHKDYSADTLAHHNDIALLKIRSKEGRCAQPSRTIQTICLPSMYNDPQFGTSCEITGFGKENSTDYLYPEQLKMTVVKLISHRECQQPHYYGSEVTTKMLCAADPQWKTDSCQGDSGGPLVCSLQGRMTLTGIVSWGRGCALKDKPGVYTRVSHFLPWIRSHTKEENGLAL. The pKi is 3.8. (3) The compound is CC(C)(C)C(=O)CN1C(=O)N(CC(=O)Nc2cccc(-c3nnn[nH]3)c2)N=C(C2CCCCC2)c2ccccc21. The target protein (P30552) has sequence MELLKLNRSAQGSGAGPGASLCRAGGALLNSSGAGNLSCEPPRLRGAGTRELELAIRVTLYAVIFLMSVGGNVLIIVVLGLSRRLRTVTNAFLLSLAVSDLLLAVACMPFTLLPNLMGTFIFGTVVCKAVSYLMGVSVSVSTLSLVAIALERYSAICRPLQARVWQTRSHAARVIIATWMLSGLLMVPYPVYTAVQPAGGARALQCVHRWPSARVRQTWSVLLLLLLFFVPGVVMAVAYGLISRELYLGLRFDEDSDSESRVRSQGGLRGGAGPGPAPPNGSCRPEGGLAGEDGDGCYVQLPRSRQTLELSALTAPTPGPGGGPRPYQAKLLAKKRVVRMLLVIVVLFFLCWLPLYSANTWRAFDSSGAHRALSGAPISFIHLLSYASACVNPLVYCFMHRRFRQACLETCARCCPRPPRARPRPLPDEDPPTPSIASLSRLSYTTISTLGPG. The pKi is 8.5. (4) The small molecule is CCCCCCCCCCCCCCCCCCOC[C@H](COP(=O)([O-])OCC[N+](C)(C)C)OC. The target protein (P10687) has sequence MAGAQPGVHALQLKPVCVSDSLKKGTKFVKWDDDSTIVTPIILRTDPQGFFFYWTDQNKETELLDLSLVKDARCGKHAKAPKDPKLRELLDVGNIGHLEQRMITVVYGPDLVNISHLNLVAFQEEVAKEWTNEVFSLATNLLAQNMSRDAFLEKAYTKLKLQVTPEGRIPLKNIYRLFSADRKRVETALEACSLPSSRNDSIPQEDFTPDVYRVFLNNLCPRPEIDNIFSEFGAKSKPYLTVDQMMDFINLKQRDPRLNEILYPPLKQEQVQVLIEKYEPNSSLAKKGQMSVDGFMRYLSGEENGVVSPEKLDLNEDMSQPLSHYFINSSHNTYLTAGQLAGNSSVEMYRQVLLSGCRCVELDCWKGRTAEEEPVITHGFTMTTEISFKEVIEAIAECAFKTSPFPILLSFENHVDSPKQQAKMAEYCRLIFGDALLMEPLEKYPLESGVPLPSPMDLMYKILVKNKKKSHKSSEGSGKKKLSEQASNTYSDSSSVFEPS.... The pKi is 5.3. (5) The drug is CN(C)CCCC1(c2ccc(F)cc2)OCc2cc(C#N)ccc21. The target is MLLARMKPQVQPELGGADQ. The pKi is 5.2. (6) The small molecule is CC(C)(C)NC(=O)[C@@H]1CN(Cc2cccnc2)CCN1C[C@@H](O)C[C@@H](Cc1ccccc1)C(=O)N[C@H]1c2ccccc2C[C@H]1O. The target protein sequence is PQITLWQRPLVTIKIGGQLKEALLDTGADNTVLEEISLPGRWKPKMIGGIGGFIKVRQYDQILIEICGHKAIGTVLVGPTPVNIIGRNLLTQIGCTLNF. The pKi is 8.3.